Dataset: Forward reaction prediction with 1.9M reactions from USPTO patents (1976-2016). Task: Predict the product of the given reaction. (1) Given the reactants [F:1][C:2]1[CH:7]=[CH:6][CH:5]=[C:4]([F:8])[C:3]=1[N:9]1[C:14]2[N:15]=[C:16]([NH:30][CH2:31][CH2:32][N:33]([CH3:35])[CH3:34])[N:17]=[C:18]([C:19]3[CH:20]=[C:21]([CH:25]=[C:26]([F:29])[C:27]=3[CH3:28])[C:22]([OH:24])=O)[C:13]=2[CH2:12][NH:11][C:10]1=[O:36].[CH3:37][NH:38][CH3:39].C(N(CC)CC)C.CN(C(ON1N=NC2C=CC=CC1=2)=[N+](C)C)C.F[P-](F)(F)(F)(F)F, predict the reaction product. The product is: [F:1][C:2]1[CH:7]=[CH:6][CH:5]=[C:4]([F:8])[C:3]=1[N:9]1[C:14]2[N:15]=[C:16]([NH:30][CH2:31][CH2:32][N:33]([CH3:35])[CH3:34])[N:17]=[C:18]([C:19]3[CH:20]=[C:21]([CH:25]=[C:26]([F:29])[C:27]=3[CH3:28])[C:22]([N:38]([CH3:39])[CH3:37])=[O:24])[C:13]=2[CH2:12][NH:11][C:10]1=[O:36]. (2) Given the reactants [Br:1][C:2]1[C:3](F)=[C:4]2[C:10]([NH:11][C:12]([CH:14]3[CH2:18][CH2:17][O:16][CH2:15]3)=[O:13])=[CH:9][NH:8][C:5]2=[N:6][CH:7]=1.[NH:20]1[CH2:25][CH2:24][CH2:23][C@@H:22]([NH:26][C:27](=[O:33])[O:28][C:29]([CH3:32])([CH3:31])[CH3:30])[CH2:21]1, predict the reaction product. The product is: [Br:1][C:2]1[C:3]([N:20]2[CH2:25][CH2:24][CH2:23][C@@H:22]([NH:26][C:27](=[O:33])[O:28][C:29]([CH3:31])([CH3:30])[CH3:32])[CH2:21]2)=[C:4]2[C:10]([NH:11][C:12]([CH:14]3[CH2:18][CH2:17][O:16][CH2:15]3)=[O:13])=[CH:9][NH:8][C:5]2=[N:6][CH:7]=1. (3) Given the reactants [CH3:1][S:2]([CH2:5][C:6]([O:8][CH2:9][CH3:10])=[O:7])(=[O:4])=[O:3].CO[CH:13](OC)[N:14]([CH3:16])[CH3:15], predict the reaction product. The product is: [CH3:13][N:14]([CH3:16])[CH:15]=[C:5]([S:2]([CH3:1])(=[O:4])=[O:3])[C:6]([O:8][CH2:9][CH3:10])=[O:7].